This data is from NCI-60 drug combinations with 297,098 pairs across 59 cell lines. The task is: Regression. Given two drug SMILES strings and cell line genomic features, predict the synergy score measuring deviation from expected non-interaction effect. (1) Drug 1: C1C(C(OC1N2C=NC3=C(N=C(N=C32)Cl)N)CO)O. Drug 2: C(CCl)NC(=O)N(CCCl)N=O. Cell line: HCT-15. Synergy scores: CSS=56.5, Synergy_ZIP=-5.05, Synergy_Bliss=-10.0, Synergy_Loewe=-31.7, Synergy_HSA=-7.01. (2) Drug 1: CCCS(=O)(=O)NC1=C(C(=C(C=C1)F)C(=O)C2=CNC3=C2C=C(C=N3)C4=CC=C(C=C4)Cl)F. Drug 2: CCCS(=O)(=O)NC1=C(C(=C(C=C1)F)C(=O)C2=CNC3=C2C=C(C=N3)C4=CC=C(C=C4)Cl)F. Cell line: SW-620. Synergy scores: CSS=-17.0, Synergy_ZIP=19.0, Synergy_Bliss=11.4, Synergy_Loewe=0.143, Synergy_HSA=-12.5. (3) Cell line: RXF 393. Drug 1: CC(C1=C(C=CC(=C1Cl)F)Cl)OC2=C(N=CC(=C2)C3=CN(N=C3)C4CCNCC4)N. Drug 2: C1CC(=O)NC(=O)C1N2CC3=C(C2=O)C=CC=C3N. Synergy scores: CSS=-1.98, Synergy_ZIP=-1.74, Synergy_Bliss=-5.24, Synergy_Loewe=-3.83, Synergy_HSA=-3.93. (4) Drug 1: CC1=C(C(CCC1)(C)C)C=CC(=CC=CC(=CC(=O)O)C)C. Drug 2: CC1=C(C(=CC=C1)Cl)NC(=O)C2=CN=C(S2)NC3=CC(=NC(=N3)C)N4CCN(CC4)CCO. Cell line: T-47D. Synergy scores: CSS=3.80, Synergy_ZIP=-0.841, Synergy_Bliss=2.13, Synergy_Loewe=-1.51, Synergy_HSA=-0.581. (5) Drug 1: C1=NC2=C(N=C(N=C2N1C3C(C(C(O3)CO)O)F)Cl)N. Drug 2: C1=CN(C=N1)CC(O)(P(=O)(O)O)P(=O)(O)O. Cell line: BT-549. Synergy scores: CSS=13.3, Synergy_ZIP=-4.13, Synergy_Bliss=-1.91, Synergy_Loewe=-11.8, Synergy_HSA=-2.55. (6) Drug 1: C1=C(C(=O)NC(=O)N1)N(CCCl)CCCl. Drug 2: CC1=C(C(=O)C2=C(C1=O)N3CC4C(C3(C2COC(=O)N)OC)N4)N. Cell line: EKVX. Synergy scores: CSS=17.1, Synergy_ZIP=0.413, Synergy_Bliss=3.79, Synergy_Loewe=1.38, Synergy_HSA=2.67. (7) Drug 1: CC1C(C(CC(O1)OC2CC(CC3=C2C(=C4C(=C3O)C(=O)C5=C(C4=O)C(=CC=C5)OC)O)(C(=O)C)O)N)O.Cl. Drug 2: CC1=C(C=C(C=C1)NC(=O)C2=CC=C(C=C2)CN3CCN(CC3)C)NC4=NC=CC(=N4)C5=CN=CC=C5. Cell line: MOLT-4. Synergy scores: CSS=86.3, Synergy_ZIP=19.1, Synergy_Bliss=18.7, Synergy_Loewe=-13.1, Synergy_HSA=19.0. (8) Drug 1: CC1C(C(=O)NC(C(=O)N2CCCC2C(=O)N(CC(=O)N(C(C(=O)O1)C(C)C)C)C)C(C)C)NC(=O)C3=C4C(=C(C=C3)C)OC5=C(C(=O)C(=C(C5=N4)C(=O)NC6C(OC(=O)C(N(C(=O)CN(C(=O)C7CCCN7C(=O)C(NC6=O)C(C)C)C)C)C(C)C)C)N)C. Drug 2: CC1C(C(CC(O1)OC2CC(CC3=C2C(=C4C(=C3O)C(=O)C5=C(C4=O)C(=CC=C5)OC)O)(C(=O)CO)O)N)O.Cl. Cell line: UACC-257. Synergy scores: CSS=39.3, Synergy_ZIP=8.65, Synergy_Bliss=9.46, Synergy_Loewe=10.8, Synergy_HSA=10.3. (9) Drug 1: CS(=O)(=O)C1=CC(=C(C=C1)C(=O)NC2=CC(=C(C=C2)Cl)C3=CC=CC=N3)Cl. Drug 2: COCCOC1=C(C=C2C(=C1)C(=NC=N2)NC3=CC=CC(=C3)C#C)OCCOC.Cl. Cell line: U251. Synergy scores: CSS=8.40, Synergy_ZIP=-2.26, Synergy_Bliss=1.95, Synergy_Loewe=2.72, Synergy_HSA=2.35. (10) Drug 1: C1=CC(=CC=C1CC(C(=O)O)N)N(CCCl)CCCl.Cl. Drug 2: C(=O)(N)NO. Cell line: T-47D. Synergy scores: CSS=11.1, Synergy_ZIP=-2.82, Synergy_Bliss=1.78, Synergy_Loewe=-21.1, Synergy_HSA=-1.86.